This data is from Forward reaction prediction with 1.9M reactions from USPTO patents (1976-2016). The task is: Predict the product of the given reaction. (1) Given the reactants [CH3:1][O:2][C:3](=[O:22])[CH:4]([NH:11][C:12]([O:14][CH2:15][C:16]1[CH:21]=[CH:20][CH:19]=[CH:18][CH:17]=1)=[O:13])P(OC)(OC)=O.C1CCN2C(=NCCC2)CC1.[CH3:34][O:35][C:36]1[N:37]=[C:38]2[C:43](=[CH:44][CH:45]=1)[N:42]=[CH:41][CH:40]=[C:39]2[CH:46]=O.CC(=O)OCC, predict the reaction product. The product is: [CH3:1][O:2][C:3](=[O:22])/[C:4](/[NH:11][C:12]([O:14][CH2:15][C:16]1[CH:17]=[CH:18][CH:19]=[CH:20][CH:21]=1)=[O:13])=[CH:46]/[C:39]1[C:38]2[C:43](=[CH:44][CH:45]=[C:36]([O:35][CH3:34])[N:37]=2)[N:42]=[CH:41][CH:40]=1. (2) Given the reactants [NH2:1][C:2]1[N:7]([CH2:8][CH2:9][NH2:10])[C:6](=[O:11])[CH:5]=[C:4]([CH2:12][CH2:13][C:14]2[CH:19]=[CH:18][CH:17]=[C:16]([C:20]3[O:21][CH:22]=[CH:23][CH:24]=3)[CH:15]=2)[N:3]=1.[CH:25](=O)[C:26]1[CH:31]=[CH:30][CH:29]=[CH:28][CH:27]=1.CCN(CC)CC.[BH3-]C#N.[Na+], predict the reaction product. The product is: [NH2:1][C:2]1[N:7]([CH2:8][CH2:9][NH:10][CH2:25][C:26]2[CH:31]=[CH:30][CH:29]=[CH:28][CH:27]=2)[C:6](=[O:11])[CH:5]=[C:4]([CH2:12][CH2:13][C:14]2[CH:19]=[CH:18][CH:17]=[C:16]([C:20]3[O:21][CH:22]=[CH:23][CH:24]=3)[CH:15]=2)[N:3]=1. (3) The product is: [CH:36]([C@:30]1([C:33]([N:15]2[CH2:16][CH2:17][N:12]([C:8]3[CH:9]=[N:10][CH:11]=[C:6]([C:5]([F:18])([F:4])[F:19])[CH:7]=3)[CH2:13][CH2:14]2)=[O:34])[CH2:31][CH2:32][C@@H:28]([NH:27][C:25](=[O:26])[O:24][C:20]([CH3:22])([CH3:21])[CH3:23])[CH2:29]1)([CH3:38])[CH3:37]. Given the reactants Cl.Cl.Cl.[F:4][C:5]([F:19])([F:18])[C:6]1[CH:7]=[C:8]([N:12]2[CH2:17][CH2:16][NH:15][CH2:14][CH2:13]2)[CH:9]=[N:10][CH:11]=1.[C:20]([O:24][C:25]([NH:27][C@@H:28]1[CH2:32][CH2:31][C@:30]([CH:36]([CH3:38])[CH3:37])([C:33](O)=[O:34])[CH2:29]1)=[O:26])([CH3:23])([CH3:22])[CH3:21].F[P-](F)(F)(F)(F)F.N1(O[P+](N(C)C)(N(C)C)N(C)C)C2C=CC=CC=2N=N1.C(N(CC)CC)C, predict the reaction product. (4) Given the reactants [CH2:1]([O:8][C:9]1[CH:14]=[CH:13][C:12]([C:15]2[CH:19]=[CH:18][O:17][C:16]=2[C:20]([NH:22][NH2:23])=[O:21])=[CH:11][CH:10]=1)[C:2]1[CH:7]=[CH:6][CH:5]=[CH:4][CH:3]=1.[OH2:24].C([O:28][CH2:29][CH3:30])(=O)C, predict the reaction product. The product is: [C:20]([C:16]1[CH:15]=[C:12]([CH:11]=[CH:30][C:29]=1[OH:28])[C:13]([NH:23][NH:22][C:20]([C:16]1[O:17][CH:18]=[CH:19][C:15]=1[C:12]1[CH:13]=[CH:14][C:9]([O:8][CH2:1][C:2]2[CH:3]=[CH:4][CH:5]=[CH:6][CH:7]=2)=[CH:10][CH:11]=1)=[O:21])=[O:24])#[N:22]. (5) Given the reactants [NH:1]1[C:5]2=[N:6][CH:7]=[CH:8][CH:9]=[C:4]2[C:3]([CH:10]=[C:11]2[S:15][C:14](=[S:16])[NH:13][C:12]2=[O:17])=[CH:2]1.IC.[CH3:20]CN(C(C)C)C(C)C.O, predict the reaction product. The product is: [CH3:20][S:16][C:14]1[S:15][C:11](=[CH:10][C:3]2[C:4]3[C:5](=[N:6][CH:7]=[CH:8][CH:9]=3)[NH:1][CH:2]=2)[C:12](=[O:17])[N:13]=1.